Dataset: TCR-epitope binding with 47,182 pairs between 192 epitopes and 23,139 TCRs. Task: Binary Classification. Given a T-cell receptor sequence (or CDR3 region) and an epitope sequence, predict whether binding occurs between them. (1) The epitope is EEHVQIHTI. The TCR CDR3 sequence is CASSSRTGASGNTIYF. Result: 0 (the TCR does not bind to the epitope). (2) The epitope is KLWAQCVQL. The TCR CDR3 sequence is CASSPGQFYVDTQYF. Result: 1 (the TCR binds to the epitope).